Dataset: Forward reaction prediction with 1.9M reactions from USPTO patents (1976-2016). Task: Predict the product of the given reaction. (1) Given the reactants [CH2:1]([CH2:8][C:9](=[S:11])C)C1C=CC=CC=1.[CH:12]1[CH:17]=[CH:16][C:15]([C@@H:18]([NH2:21])[CH2:19][OH:20])=[CH:14][CH:13]=1.[C:22]1([CH3:28])[CH:27]=[CH:26][CH:25]=[CH:24][CH:23]=1, predict the reaction product. The product is: [CH2:28]([S:11][CH2:9][C@:8]1([CH3:1])[NH:21][CH:18]([C:15]2[CH:16]=[CH:17][CH:12]=[CH:13][CH:14]=2)[CH2:19][O:20]1)[C:22]1[CH:27]=[CH:26][CH:25]=[CH:24][CH:23]=1. (2) Given the reactants C([O-])([O-])=O.[K+].[K+].[CH3:7][C:8]([CH:18]=[CH2:19])([C:12]([CH3:17])([CH3:16])[CH2:13][CH:14]=[CH2:15])[CH2:9][CH2:10][OH:11].[CH3:20][CH2:21][O:22]C(C)=O.C(Cl)Cl, predict the reaction product. The product is: [C:21]([O:11][CH2:10][CH2:9][C:8]([CH3:7])([CH:18]=[CH2:19])[C:12]([CH3:17])([CH3:16])[CH2:13][CH:14]=[CH2:15])(=[O:22])[CH3:20]. (3) Given the reactants [S:1]1[CH:5]=[CH:4][C:3]([C:6](=NO)C)=[CH:2]1.C(=O)([O-])[O-].[Na+].[Na+].P(Cl)(Cl)([Cl:18])=O.[CH3:21][N:22]([CH3:25])C=O.C([O-])(=O)C.[Na+], predict the reaction product. The product is: [Cl:18][C:25]1[N:22]=[C:21]2[CH:4]=[CH:5][S:1][C:2]2=[CH:3][CH:6]=1. (4) Given the reactants [OH:1][C:2]1[C:14]2[C:13]3[C:8](=[CH:9][CH:10]=[CH:11][CH:12]=3)[C:7](=O)[C:6]=2[CH:5]=[CH:4][CH:3]=1.[H][H], predict the reaction product. The product is: [OH:1][C:2]1[C:14]2[C:13]3[C:8](=[CH:9][CH:10]=[CH:11][CH:12]=3)[CH2:7][C:6]=2[CH:5]=[CH:4][CH:3]=1.